From a dataset of Forward reaction prediction with 1.9M reactions from USPTO patents (1976-2016). Predict the product of the given reaction. (1) Given the reactants [O:1]=[C:2]1[C:11]2[C:10]([C:12]([F:15])([F:14])[F:13])=[CH:9][CH:8]=[CH:7][C:6]=2[C@H:5]2[CH2:16][N:17](C(OC(C)(C)C)=O)[CH2:18][C@@H:4]2[NH:3]1.[ClH:26], predict the reaction product. The product is: [ClH:26].[F:15][C:12]([F:13])([F:14])[C:10]1[C:11]2[C:2](=[O:1])[NH:3][C@H:4]3[CH2:18][NH:17][CH2:16][C@@H:5]3[C:6]=2[CH:7]=[CH:8][CH:9]=1. (2) Given the reactants [CH3:1][C:2]1[N:3]=[C:4]([NH:7][C:8]2[C:13]([OH:14])=[CH:12][CH:11]=[CH:10][N:9]=2)[S:5][CH:6]=1.C([O-])([O-])=O.[K+].[K+].[Cl:21][CH2:22][C:23]1[CH:28]=[CH:27][CH:26]=[C:25]([O:29][CH3:30])[CH:24]=1, predict the reaction product. The product is: [ClH:21].[CH3:30][O:29][C:25]1[CH:24]=[C:23]([CH:28]=[CH:27][CH:26]=1)[CH2:22][O:14][C:13]1[C:8]([NH:7][C:4]2[S:5][CH:6]=[C:2]([CH3:1])[N:3]=2)=[N:9][CH:10]=[CH:11][CH:12]=1. (3) Given the reactants CC1(C)C[CH:10]([NH2:12])[C:9]2[C:4](=[CH:5][CH:6]=[CH:7]C=2)[O:3]1.[CH3:14][O:15][C:16]1[CH:17]=[C:18]([CH2:24][C:25]([OH:27])=O)[CH:19]=[CH:20][C:21]=1[O:22][CH3:23].CCN=C=NCCCN(C)C.[ClH:39].[CH:40]1[CH:41]=[CH:42][C:43]2N(O)N=N[C:44]=2[CH:45]=1.C(N(CC)CC)C, predict the reaction product. The product is: [Cl:39][C:40]1[CH:45]=[C:44]2[C:43](=[CH:42][CH:41]=1)[O:3][C:4]1([CH2:5][CH2:6][CH2:7]1)[CH2:9][CH:10]2[NH:12][C:25](=[O:27])[CH2:24][C:18]1[CH:19]=[CH:20][C:21]([O:22][CH3:23])=[C:16]([O:15][CH3:14])[CH:17]=1. (4) Given the reactants Cl[C:2]1[N:7]=[C:6]([NH:8][C:9]2[CH:14]=[CH:13][CH:12]=[CH:11][C:10]=2[S:15]([NH:18][CH2:19][CH:20]([CH3:22])[CH3:21])(=[O:17])=[O:16])[C:5]([Cl:23])=[CH:4][N:3]=1.[NH2:24][C:25]1[CH:34]=[CH:33][C:28]([C:29]([NH:31][CH3:32])=[O:30])=[CH:27][C:26]=1[O:35][CH3:36], predict the reaction product. The product is: [Cl:23][C:5]1[C:6]([NH:8][C:9]2[CH:14]=[CH:13][CH:12]=[CH:11][C:10]=2[S:15](=[O:17])(=[O:16])[NH:18][CH2:19][CH:20]([CH3:22])[CH3:21])=[N:7][C:2]([NH:24][C:25]2[CH:34]=[CH:33][C:28]([C:29]([NH:31][CH3:32])=[O:30])=[CH:27][C:26]=2[O:35][CH3:36])=[N:3][CH:4]=1.